Task: Predict the reactants needed to synthesize the given product.. Dataset: Full USPTO retrosynthesis dataset with 1.9M reactions from patents (1976-2016) Given the product [CH2:1]([C:6]1[CH:7]=[C:8]([CH:12]=[CH:13][CH:14]=1)[C:9]([NH:23][CH2:15][CH2:16][C:17]1[CH:22]=[CH:21][CH:20]=[CH:19][CH:18]=1)=[O:11])[CH2:2][CH:3]([CH3:4])[CH3:5], predict the reactants needed to synthesize it. The reactants are: [CH2:1]([C:6]1[CH:7]=[C:8]([CH:12]=[CH:13][CH:14]=1)[C:9]([OH:11])=O)[CH2:2][CH:3]([CH3:5])[CH3:4].[CH2:15]([NH2:23])[CH2:16][C:17]1[CH:22]=[CH:21][CH:20]=[CH:19][CH:18]=1.